From a dataset of Forward reaction prediction with 1.9M reactions from USPTO patents (1976-2016). Predict the product of the given reaction. Given the reactants [S:1]1[C:5]2[CH:6]=[CH:7][CH:8]=[CH:9][C:4]=2[CH:3]=[C:2]1[C:10]1[CH:15]=[CH:14][CH:13]=[CH:12][C:11]=1[CH2:16][C:17]([O:19]C)=[O:18].CO.[OH-].[Na+], predict the reaction product. The product is: [S:1]1[C:5]2[CH:6]=[CH:7][CH:8]=[CH:9][C:4]=2[CH:3]=[C:2]1[C:10]1[CH:15]=[CH:14][CH:13]=[CH:12][C:11]=1[CH2:16][C:17]([OH:19])=[O:18].